From a dataset of Forward reaction prediction with 1.9M reactions from USPTO patents (1976-2016). Predict the product of the given reaction. (1) Given the reactants [CH3:1][O:2][C:3](=[O:27])[CH2:4][C:5]1[CH:6]=[C:7]([C:13]2[CH:18]=[CH:17][C:16]([C:19]([F:22])([F:21])[F:20])=[CH:15][C:14]=2[CH2:23][NH:24][CH2:25][CH3:26])[C:8]([O:11][CH3:12])=[CH:9][CH:10]=1.[CH:28]1([C:31](Cl)=[O:32])[CH2:30][CH2:29]1, predict the reaction product. The product is: [CH3:1][O:2][C:3](=[O:27])[CH2:4][C:5]1[CH:6]=[C:7]([C:13]2[CH:18]=[CH:17][C:16]([C:19]([F:21])([F:20])[F:22])=[CH:15][C:14]=2[CH2:23][N:24]([C:31]([CH:28]2[CH2:30][CH2:29]2)=[O:32])[CH2:25][CH3:26])[C:8]([O:11][CH3:12])=[CH:9][CH:10]=1. (2) The product is: [NH2:1][C:2]1[N:3]([C:14]([O:16][C:17]([CH3:20])([CH3:19])[CH3:18])=[O:15])[CH:4]=[C:5]([CH2:7][CH2:8][CH2:9][CH2:10][CH2:11][C:12]2[N:23]=[N:22][N:21]([CH2:24][CH2:25][NH:26][C:27](=[O:38])[C:28]3[CH:33]=[CH:32][C:31]([CH2:34][CH2:35][CH2:36][CH3:37])=[CH:30][CH:29]=3)[CH:13]=2)[N:6]=1. Given the reactants [NH2:1][C:2]1[N:3]([C:14]([O:16][C:17]([CH3:20])([CH3:19])[CH3:18])=[O:15])[CH:4]=[C:5]([CH2:7][CH2:8][CH2:9][CH2:10][CH2:11][C:12]#[CH:13])[N:6]=1.[N:21]([CH2:24][CH2:25][NH:26][C:27](=[O:38])[C:28]1[CH:33]=[CH:32][C:31]([CH2:34][CH2:35][CH2:36][CH3:37])=[CH:30][CH:29]=1)=[N+:22]=[N-:23], predict the reaction product. (3) Given the reactants C(N(CC)CC)C.Cl[C:9]1[S:10][C:11](Cl)=[CH:12][C:13]=1[S:14]([N:17]1[CH2:22][C@H:21]2[CH2:23][CH2:24][C@@H:18]1[C@H:19]([C:25]([NH:27][C:28]1[CH:33]=[CH:32][C:31]([O:34][CH:35]([CH3:37])[CH3:36])=[CH:30][CH:29]=1)=[O:26])[CH2:20]2)(=[O:16])=[O:15].[H][H], predict the reaction product. The product is: [CH:35]([O:34][C:31]1[CH:32]=[CH:33][C:28]([NH:27][C:25]([C@H:19]2[C@H:18]3[CH2:24][CH2:23][C@H:21]([CH2:22][N:17]3[S:14]([C:13]3[CH:12]=[CH:11][S:10][CH:9]=3)(=[O:15])=[O:16])[CH2:20]2)=[O:26])=[CH:29][CH:30]=1)([CH3:37])[CH3:36]. (4) The product is: [CH3:8][CH:7]=[C:6]([C:3]1[CH:4]=[CH:5][S:1][C:2]=1[C:12]1[S:13][CH:14]=[CH:15][CH:16]=1)[CH2:9][CH3:10]. Given the reactants [S:1]1[CH:5]=[CH:4][C:3]([C:6](O)([CH2:9][CH3:10])[CH2:7][CH3:8])=[C:2]1[C:12]1[S:13][CH:14]=[CH:15][CH:16]=1.Cl, predict the reaction product. (5) Given the reactants [F:1][C:2]1[C:7]([CH:8]([C:10]2[N:11]=[CH:12][N:13]([C:15]([C:28]3[CH:33]=[CH:32][CH:31]=[CH:30][CH:29]=3)([C:22]3[CH:27]=[CH:26][CH:25]=[CH:24][CH:23]=3)[C:16]3[CH:21]=[CH:20][CH:19]=[CH:18][CH:17]=3)[CH:14]=2)[OH:9])=[CH:6][CH:5]=[CH:4][N:3]=1, predict the reaction product. The product is: [F:1][C:2]1[C:7]([C:8]([C:10]2[N:11]=[CH:12][N:13]([C:15]([C:28]3[CH:33]=[CH:32][CH:31]=[CH:30][CH:29]=3)([C:16]3[CH:17]=[CH:18][CH:19]=[CH:20][CH:21]=3)[C:22]3[CH:27]=[CH:26][CH:25]=[CH:24][CH:23]=3)[CH:14]=2)=[O:9])=[CH:6][CH:5]=[CH:4][N:3]=1. (6) Given the reactants [CH3:1]N(C)C=O.[H-].[Na+].[Cl:8][C:9]1[CH:14]=[C:13]([O:15][C:16]2[C:25]3[C:20](=[CH:21][C:22]([O:28][CH3:29])=[C:23]([O:26][CH3:27])[CH:24]=3)[N:19]=[CH:18][N:17]=2)[CH:12]=[CH:11][C:10]=1[NH:30][C:31](=[O:42])[O:32][CH2:33][C:34]1[CH:39]=[CH:38][CH:37]=[CH:36][C:35]=1[O:40][CH3:41].CI, predict the reaction product. The product is: [Cl:8][C:9]1[CH:14]=[C:13]([O:15][C:16]2[C:25]3[C:20](=[CH:21][C:22]([O:28][CH3:29])=[C:23]([O:26][CH3:27])[CH:24]=3)[N:19]=[CH:18][N:17]=2)[CH:12]=[CH:11][C:10]=1[N:30]([CH3:1])[C:31](=[O:42])[O:32][CH2:33][C:34]1[CH:39]=[CH:38][CH:37]=[CH:36][C:35]=1[O:40][CH3:41]. (7) The product is: [NH:11]1[C:12]2[C:17](=[CH:16][CH:15]=[CH:14][CH:13]=2)[C:9]([C:6]2[N:5]=[C:4]([NH:27][C:28]3[CH:33]=[CH:32][N:31]=[CH:30][CH:29]=3)[C:3]([O:2][CH3:1])=[CH:8][N:7]=2)=[N:10]1. Given the reactants [CH3:1][O:2][C:3]1[C:4]([NH:27][C:28]2[CH:33]=[CH:32][N:31]=[CH:30][CH:29]=2)=[N:5][C:6]([C:9]2[C:17]3[C:12](=[CH:13][CH:14]=[CH:15][CH:16]=3)[N:11](CC3C=CC(OC)=CC=3)[N:10]=2)=[N:7][CH:8]=1.FC(F)(F)C(O)=O.FC(F)(F)S(O)(=O)=O.[OH-].[Na+], predict the reaction product. (8) Given the reactants [C:1]([C:4]1[CH:13]=[CH:12][C:11]([O:14][CH2:15][C:16]2[CH:21]=[CH:20][CH:19]=[CH:18][CH:17]=2)=[C:10]2[C:5]=1[CH:6]=[CH:7][C:8](=[O:22])[NH:9]2)(=[O:3])[CH3:2].B(F)(F)F.CCOCC.[Br:32]Br, predict the reaction product. The product is: [CH2:15]([O:14][C:11]1[CH:12]=[CH:13][C:4]([C:1](=[O:3])[CH2:2][Br:32])=[C:5]2[C:10]=1[NH:9][C:8](=[O:22])[CH:7]=[CH:6]2)[C:16]1[CH:21]=[CH:20][CH:19]=[CH:18][CH:17]=1.